Dataset: M1 muscarinic receptor agonist screen with 61,833 compounds. Task: Binary Classification. Given a drug SMILES string, predict its activity (active/inactive) in a high-throughput screening assay against a specified biological target. (1) The compound is O=C1N(c2c(C\31N(CCCN(C)C)C(=O)C(=O)C3=C(/O)c1ccc(OCCC)cc1)cccc2)C. The result is 0 (inactive). (2) The compound is S(c1n(c(nn1)CNc1ccc(OC)cc1)C)CC(=O)Nc1ccc(cc1)C(OC)=O. The result is 0 (inactive). (3) The drug is O=C1N(C(CC)C)C(=O)NC(=O)C21Cc1c(N(C2)C)ccc(c1)C. The result is 0 (inactive).